This data is from Full USPTO retrosynthesis dataset with 1.9M reactions from patents (1976-2016). The task is: Predict the reactants needed to synthesize the given product. (1) Given the product [CH:18]([C:4]1[C:3]([O:2][CH3:1])=[CH:15][CH:14]=[CH:13][C:5]=1[NH:6][C:7](=[O:12])[C:8]([CH3:11])([CH3:10])[CH3:9])=[O:19], predict the reactants needed to synthesize it. The reactants are: [CH3:1][O:2][C:3]1[CH:4]=[C:5]([CH:13]=[CH:14][CH:15]=1)[NH:6][C:7](=[O:12])[C:8]([CH3:11])([CH3:10])[CH3:9].CN(C)[CH:18]=[O:19]. (2) Given the product [Br:24][C:25]1[CH:30]=[CH:29][CH:28]=[CH:27][C:26]=1[NH:31][C:32]([NH:10][C:9]1[CH:11]=[CH:12][C:6]([Cl:5])=[C:7]([S:14]([N:17]2[CH2:18][CH2:19][S:20](=[O:23])[CH2:21][CH2:22]2)(=[O:16])=[O:15])[C:8]=1[OH:13])=[O:33], predict the reactants needed to synthesize it. The reactants are: NC(N)=O.[Cl:5][C:6]1[CH:12]=[CH:11][C:9]([NH2:10])=[C:8]([OH:13])[C:7]=1[S:14]([N:17]1[CH2:22][CH2:21][S:20](=[O:23])[CH2:19][CH2:18]1)(=[O:16])=[O:15].[Br:24][C:25]1[CH:30]=[CH:29][CH:28]=[CH:27][C:26]=1[N:31]=[C:32]=[O:33].